Task: Predict the reactants needed to synthesize the given product.. Dataset: Full USPTO retrosynthesis dataset with 1.9M reactions from patents (1976-2016) Given the product [Cl:13][C:10]1[N:9]=[C:8]([NH:14][CH2:15][CH:16]2[CH2:17][CH2:18]2)[C:6]2[N:7]=[C:2]([NH:24][CH2:25][CH3:26])[N:3]=[C:4]([NH:19][CH2:20][CH:21]3[CH2:22][CH2:23]3)[C:5]=2[N:11]=1, predict the reactants needed to synthesize it. The reactants are: Cl[C:2]1([NH2:24])[N:7]=[C:6]2[C:8]([NH:14][CH2:15][CH:16]3[CH2:18][CH2:17]3)=[N:9][C:10]([Cl:13])(N)[N:11]=[C:5]2[C:4]([NH:19][CH2:20][CH:21]2[CH2:23][CH2:22]2)=[N:3]1.[CH2:25](N)[CH3:26].